Dataset: Reaction yield outcomes from USPTO patents with 853,638 reactions. Task: Predict the reaction yield, written as a fraction of the theoretical maximum amount of product (1.0 means a 100% yield; for example, 0.34 means a 34% yield). (1) The reactants are [OH:1][N:2]=[C:3]([NH2:11])[C:4]1[CH:9]=[CH:8][CH:7]=[CH:6][C:5]=1[CH3:10].[C:12](O)(=O)[CH2:13][CH2:14][C:15]#[CH:16].C1C=CC2N(O)N=NC=2C=1.CCN=C=NCCCN(C)C.Cl. The catalyst is O1CCOCC1. The product is [CH2:15]([C:16]1[O:1][N:2]=[C:3]([C:4]2[CH:9]=[CH:8][CH:7]=[CH:6][C:5]=2[CH3:10])[N:11]=1)[CH2:14][C:13]#[CH:12]. The yield is 0.320. (2) The reactants are [CH2:1]([O:8][C:9]1[CH:16]=[C:15]([N:17]([CH2:23][CH2:24][CH2:25][CH3:26])[CH2:18][CH2:19][CH2:20][CH2:21][OH:22])[CH:14]=[CH:13][C:10]=1[CH:11]=[O:12])[C:2]1[CH:7]=[CH:6][CH:5]=[CH:4][CH:3]=1.N1C=CN=C1.[C:32]([Si:36](Cl)([C:43]1[CH:48]=[CH:47][CH:46]=[CH:45][CH:44]=1)[C:37]1[CH:42]=[CH:41][CH:40]=[CH:39][CH:38]=1)([CH3:35])([CH3:34])[CH3:33].O. The catalyst is CN(C)C=O.C(OCC)(=O)C. The product is [CH2:1]([O:8][C:9]1[CH:16]=[C:15]([N:17]([CH2:23][CH2:24][CH2:25][CH3:26])[CH2:18][CH2:19][CH2:20][CH2:21][O:22][Si:36]([C:32]([CH3:35])([CH3:34])[CH3:33])([C:43]2[CH:44]=[CH:45][CH:46]=[CH:47][CH:48]=2)[C:37]2[CH:42]=[CH:41][CH:40]=[CH:39][CH:38]=2)[CH:14]=[CH:13][C:10]=1[CH:11]=[O:12])[C:2]1[CH:3]=[CH:4][CH:5]=[CH:6][CH:7]=1. The yield is 0.765. (3) The reactants are [Br:1][C:2]1[CH:3]=[N:4][N:5]([CH3:25])[C:6]=1[C:7]1[CH:12]=[C:11]([N+:13]([O-])=O)[CH:10]=[CH:9][C:8]=1[O:16][CH2:17][C:18]1[CH:23]=[CH:22][C:21]([Cl:24])=[CH:20][CH:19]=1.O.O.Cl[Sn]Cl. The catalyst is CCO. The product is [Br:1][C:2]1[CH:3]=[N:4][N:5]([CH3:25])[C:6]=1[C:7]1[CH:12]=[C:11]([NH2:13])[CH:10]=[CH:9][C:8]=1[O:16][CH2:17][C:18]1[CH:23]=[CH:22][C:21]([Cl:24])=[CH:20][CH:19]=1.[NH2:13][C:11]1[CH:12]=[CH:7][CH:8]=[CH:9][CH:10]=1. The yield is 0.710. (4) The reactants are S([O-])([O-])(=O)=O.[Mg+2].OS(O)(=O)=O.[I:12][C:13]1[CH:17]=[C:16]([C:18]2[CH:23]=[CH:22][CH:21]=[CH:20][CH:19]=2)[S:15][C:14]=1[C:24]([OH:26])=[O:25].[C:27](O)([CH3:30])([CH3:29])[CH3:28].C(=O)(O)[O-]. The catalyst is ClCCl. The product is [C:27]([O:25][C:24]([C:14]1[S:15][C:16]([C:18]2[CH:23]=[CH:22][CH:21]=[CH:20][CH:19]=2)=[CH:17][C:13]=1[I:12])=[O:26])([CH3:30])([CH3:29])[CH3:28]. The yield is 0.440. (5) The product is [Cl:36][C:37]1[N:38]=[C:39]([C:2]2[C:10]3[C:5](=[CH:6][CH:7]=[C:8]([C:11]4[S:15][C:14]([NH:16][CH2:17][C:18]5[CH:23]=[CH:22][C:21]([O:24][CH3:25])=[CH:20][CH:19]=5)=[N:13][N:12]=4)[CH:9]=3)[N:4]([S:26]([C:29]3[CH:35]=[CH:34][C:32]([CH3:33])=[CH:31][CH:30]=3)(=[O:28])=[O:27])[CH:3]=2)[CH:40]=[N:41][CH:42]=1. The yield is 0.682. The catalyst is CN(C=O)C.C(Cl)Cl.[Cu]I.C1C=CC([P]([Pd]([P](C2C=CC=CC=2)(C2C=CC=CC=2)C2C=CC=CC=2)([P](C2C=CC=CC=2)(C2C=CC=CC=2)C2C=CC=CC=2)[P](C2C=CC=CC=2)(C2C=CC=CC=2)C2C=CC=CC=2)(C2C=CC=CC=2)C2C=CC=CC=2)=CC=1. The reactants are I[C:2]1[C:10]2[C:5](=[CH:6][CH:7]=[C:8]([C:11]3[S:15][C:14]([NH:16][CH2:17][C:18]4[CH:23]=[CH:22][C:21]([O:24][CH3:25])=[CH:20][CH:19]=4)=[N:13][N:12]=3)[CH:9]=2)[N:4]([S:26]([C:29]2[CH:35]=[CH:34][C:32]([CH3:33])=[CH:31][CH:30]=2)(=[O:28])=[O:27])[CH:3]=1.[Cl:36][C:37]1[CH:42]=[N:41][CH:40]=[C:39]([Sn](CCCC)(CCCC)CCCC)[N:38]=1.[F-].[Cs+]. (6) The reactants are [CH3:1][O:2][C:3]([C:5]1[CH:14]=[C:13](OS(C(F)(F)F)(=O)=O)[C:12]2[C:7](=[C:8]([N+:23]([O-:25])=[O:24])[CH:9]=[CH:10][CH:11]=2)[N:6]=1)=[O:4].CN1CCNCC1.[NH:33]1[CH2:38][CH2:37][CH2:36][CH2:35][CH2:34]1. No catalyst specified. The product is [CH3:1][O:2][C:3]([C:5]1[CH:14]=[C:13]([N:33]2[CH2:38][CH2:37][CH2:36][CH2:35][CH2:34]2)[C:12]2[C:7](=[C:8]([N+:23]([O-:25])=[O:24])[CH:9]=[CH:10][CH:11]=2)[N:6]=1)=[O:4]. The yield is 0.760.